Dataset: Full USPTO retrosynthesis dataset with 1.9M reactions from patents (1976-2016). Task: Predict the reactants needed to synthesize the given product. Given the product [NH2:22][CH2:21][CH2:20][N:15]1[CH2:16][CH:17]2[O:19][CH:13]([CH2:12][N:11]([CH2:10][C@H:9]([OH:30])[CH2:8][O:7][C:6]3[CH:5]=[CH:4][C:3]([C:1]#[N:2])=[CH:32][CH:31]=3)[CH2:18]2)[CH2:14]1, predict the reactants needed to synthesize it. The reactants are: [C:1]([C:3]1[CH:32]=[CH:31][C:6]([O:7][CH2:8][C@@H:9]([OH:30])[CH2:10][N:11]2[CH2:18][CH:17]3[O:19][CH:13]([CH2:14][N:15]([CH2:20][CH2:21][NH:22]C(=O)OC(C)(C)C)[CH2:16]3)[CH2:12]2)=[CH:5][CH:4]=1)#[N:2].FC(F)(F)C(O)=O.C([O-])([O-])=O.[K+].[K+].